Dataset: CYP2C19 inhibition data for predicting drug metabolism from PubChem BioAssay. Task: Regression/Classification. Given a drug SMILES string, predict its absorption, distribution, metabolism, or excretion properties. Task type varies by dataset: regression for continuous measurements (e.g., permeability, clearance, half-life) or binary classification for categorical outcomes (e.g., BBB penetration, CYP inhibition). Dataset: cyp2c19_veith. (1) The molecule is Nc1c(OCC(=O)O)ccc2cc(S(=O)(=O)O)ccc12. The result is 0 (non-inhibitor). (2) The compound is COc1ccc(CNc2ncnc3ccc(-c4ccc5c(c4)OCO5)cc23)c(OC)c1. The result is 1 (inhibitor). (3) The drug is C[C@H]1COC(=O)CC=C[C@@H](C)[C@@H]2C=C[C@H](O)[C@@H](COC1=O)O2. The result is 0 (non-inhibitor). (4) The compound is Cl.Fc1ccc(COc2ccc(Br)cc2CNCc2ccncc2)cc1. The result is 1 (inhibitor). (5) The drug is CCn1cc(C(=O)[O-])c(=O)c2ccc(C)nc21.O.[Na+]. The result is 0 (non-inhibitor).